From a dataset of Reaction yield outcomes from USPTO patents with 853,638 reactions. Predict the reaction yield, written as a fraction of the theoretical maximum amount of product (1.0 means a 100% yield; for example, 0.34 means a 34% yield). (1) The reactants are [CH3:1][O:2][C:3]([C@@H:5]([N:13]1[CH2:21][C:17]2[CH:18]=[CH:19][S:20][C:16]=2[CH2:15][CH2:14]1)[C:6]1[CH:7]=[CH:8][CH:9]=[CH:10][C:11]=1[Cl:12])=[O:4].[S:22](=[O:26])(=[O:25])([OH:24])[OH:23]. The catalyst is C(O)CCC.C(OC)(C)(C)C. The product is [CH3:1][O:2][C:3]([C@@H:5]([N:13]1[CH2:21][C:17]2[CH:18]=[CH:19][S:20][C:16]=2[CH2:15][CH2:14]1)[C:6]1[C:11]([Cl:12])=[CH:10][CH:9]=[CH:8][CH:7]=1)=[O:4].[OH:25][S:22]([OH:26])(=[O:24])=[O:23]. The yield is 0.600. (2) The reactants are [N:1]([CH:4]([O:16][CH2:17][CH2:18][OH:19])[CH2:5][O:6][C:7]1[CH:8]=[C:9]([CH:13]=[CH:14][CH:15]=1)[C:10]([OH:12])=[O:11])=[N+:2]=[N-:3].[H-].[Na+].Br[CH2:23][C:24]([O:26][CH2:27][CH3:28])=[O:25]. The catalyst is C1COCC1. The product is [N:1]([CH:4]([O:16][CH2:17][CH2:18][O:19][CH2:23][C:24]([O:26][CH2:27][CH3:28])=[O:25])[CH2:5][O:6][C:7]1[CH:8]=[C:9]([CH:13]=[CH:14][CH:15]=1)[C:10]([OH:12])=[O:11])=[N+:2]=[N-:3]. The yield is 0.330.